Dataset: Reaction yield outcomes from USPTO patents with 853,638 reactions. Task: Predict the reaction yield, written as a fraction of the theoretical maximum amount of product (1.0 means a 100% yield; for example, 0.34 means a 34% yield). The reactants are C(OC1[CH:12]=[CH:11][C:8]([CH:9]=[CH2:10])=[CH:7][CH:6]=1)(=O)C.C(O[C:18]([O:20][C:21]([O:23][C:24]([CH3:27])([CH3:26])[CH3:25])=[O:22])=O)(C)(C)C.[OH-].C[N+](C)(C)C. No catalyst specified. The product is [C:24]([O:23][C:21]([O:20][C:18]1[CH:10]=[CH:9][C:8]([CH:11]=[CH2:12])=[CH:7][CH:6]=1)=[O:22])([CH3:25])([CH3:26])[CH3:27]. The yield is 0.900.